The task is: Predict the product of the given reaction.. This data is from Forward reaction prediction with 1.9M reactions from USPTO patents (1976-2016). Given the reactants [F:1][C:2]1[CH:3]=[C:4]([CH:29]=[CH:30][C:31]=1[F:32])[CH2:5][NH:6][C:7]([C:9]1[C:17]2[C:12](=[CH:13][C:14]([O:18][CH3:19])=[CH:15][CH:16]=2)[N:11]([CH2:20][C:21]2[CH:26]=[CH:25][CH:24]=[CH:23][N:22]=2)[C:10]=1[CH:27]=O)=[O:8].[CH3:33][NH:34][CH3:35].CC(O)=O.[BH-](OC(C)=O)(OC(C)=O)OC(C)=O.[Na+], predict the reaction product. The product is: [F:1][C:2]1[CH:3]=[C:4]([CH:29]=[CH:30][C:31]=1[F:32])[CH2:5][NH:6][C:7]([C:9]1[C:17]2[C:12](=[CH:13][C:14]([O:18][CH3:19])=[CH:15][CH:16]=2)[N:11]([CH2:20][C:21]2[CH:26]=[CH:25][CH:24]=[CH:23][N:22]=2)[C:10]=1[CH2:27][N:34]([CH3:35])[CH3:33])=[O:8].